Dataset: Catalyst prediction with 721,799 reactions and 888 catalyst types from USPTO. Task: Predict which catalyst facilitates the given reaction. (1) Reactant: [C:1]1([C:21]2[CH:26]=[CH:25][CH:24]=[CH:23][CH:22]=2)[CH:6]=[CH:5][C:4]([C:7]2[C:19]([Cl:20])=[CH:18][C:10]3[NH:11][C:12]([S:14]([CH3:17])(=[O:16])=[O:15])=[N:13][C:9]=3[CH:8]=2)=[CH:3][CH:2]=1.C(=O)([O-])[O-].[K+].[K+].[CH2:33](Br)[CH:34]=[CH2:35]. Product: [C:1]1([C:21]2[CH:22]=[CH:23][CH:24]=[CH:25][CH:26]=2)[CH:6]=[CH:5][C:4]([C:7]2[C:19]([Cl:20])=[CH:18][C:10]3[N:11]([CH2:35][CH:34]=[CH2:33])[C:12]([S:14]([CH3:17])(=[O:15])=[O:16])=[N:13][C:9]=3[CH:8]=2)=[CH:3][CH:2]=1. The catalyst class is: 1. (2) Reactant: [H-].[Na+].[Br:3][C:4]1[CH:5]=[CH:6][C:7]([O:18][CH2:19][C:20]2[CH:25]=[CH:24][C:23]([Cl:26])=[CH:22][CH:21]=2)=[C:8]([CH:10]([CH2:12][N:13]([CH2:16][CH3:17])[CH2:14][CH3:15])[OH:11])[CH:9]=1.[CH2:27](I)[CH3:28]. Product: [Br:3][C:4]1[CH:5]=[CH:6][C:7]([O:18][CH2:19][C:20]2[CH:21]=[CH:22][C:23]([Cl:26])=[CH:24][CH:25]=2)=[C:8]([CH:10]([O:11][CH2:27][CH3:28])[CH2:12][N:13]([CH2:16][CH3:17])[CH2:14][CH3:15])[CH:9]=1. The catalyst class is: 3.